Predict the reactants needed to synthesize the given product. From a dataset of Full USPTO retrosynthesis dataset with 1.9M reactions from patents (1976-2016). (1) Given the product [CH3:1][C:2]1[C:7]([CH3:8])=[C:6]([N+:9]([O-:11])=[O:10])[CH:5]=[CH:4][C:3]=1[N:12]=[C:13]1[S:17][CH2:16][C:15]2([CH2:21][CH2:20][CH2:19][CH2:18]2)[N:14]1[CH:22]1[CH2:26][CH2:25][CH2:24][CH2:23]1, predict the reactants needed to synthesize it. The reactants are: [CH3:1][C:2]1[C:7]([CH3:8])=[C:6]([N+:9]([O-:11])=[O:10])[CH:5]=[CH:4][C:3]=1[N:12]=[C:13]1[S:17][CH2:16][C:15]2([CH2:21][CH2:20][CH2:19][CH2:18]2)[NH:14]1.[CH:22]1(Br)[CH2:26][CH2:25][CH2:24][CH2:23]1. (2) Given the product [NH:15]1[C:19]([C:21]2[C:30]3[CH2:29][CH2:28][CH2:27][CH2:26][C:25]=3[CH:24]=[CH:23][C:22]=2[NH:31][S:32]([C:35]2[CH:36]=[CH:37][CH:38]=[CH:39][CH:40]=2)(=[O:34])=[O:33])=[N:20][N:17]=[N:16]1, predict the reactants needed to synthesize it. The reactants are: C([Sn](Cl)(CCCC)CCCC)CCC.[N-:15]=[N+:16]=[N-:17].[Na+].[C:19]([C:21]1[C:30]2[CH2:29][CH2:28][CH2:27][CH2:26][C:25]=2[CH:24]=[CH:23][C:22]=1[NH:31][S:32]([C:35]1[CH:40]=[CH:39][CH:38]=[CH:37][CH:36]=1)(=[O:34])=[O:33])#[N:20].Cl.